From a dataset of Full USPTO retrosynthesis dataset with 1.9M reactions from patents (1976-2016). Predict the reactants needed to synthesize the given product. (1) Given the product [O:17]=[C:13]1[CH2:12][CH2:11][C:10]2[C:15](=[CH:16][C:7]([C:1]#[N:2])=[CH:8][CH:9]=2)[NH:14]1, predict the reactants needed to synthesize it. The reactants are: [CH3:1][N:2](C=O)C.Br[C:7]1[CH:16]=[C:15]2[C:10]([CH2:11][CH2:12][C:13](=[O:17])[NH:14]2)=[CH:9][CH:8]=1.CC1(C)C2C(=C(P(C3C=CC=CC=3)C3C=CC=CC=3)C=CC=2)OC2C(P(C3C=CC=CC=3)C3C=CC=CC=3)=CC=CC1=2.CN(CCN(C)C)C. (2) Given the product [CH3:30][O:31][C:32]1[CH:33]=[C:34]([NH:35][C:2]2[C:3]3[NH:20][N:19]=[CH:18][C:4]=3[N:5]=[C:6]([C:8]3[CH:13]=[CH:12][CH:11]=[C:10]([C:14]([F:15])([F:16])[F:17])[CH:9]=3)[N:7]=2)[CH:36]=[CH:37][C:38]=1[O:39][CH3:40], predict the reactants needed to synthesize it. The reactants are: Cl[C:2]1[C:3]2[C:4](=[CH:18][N:19](CC3C=CC(OC)=CC=3)[N:20]=2)[N:5]=[C:6]([C:8]2[CH:13]=[CH:12][CH:11]=[C:10]([C:14]([F:17])([F:16])[F:15])[CH:9]=2)[N:7]=1.[CH3:30][O:31][C:32]1[CH:33]=[C:34]([CH:36]=[CH:37][C:38]=1[O:39][CH3:40])[NH2:35].Cl. (3) Given the product [F:1][C:2]1[CH:7]=[CH:6][C:5]([C@H:8]2[C@H:17]3[CH2:18][CH2:19][NH:20][C@H:16]3[C:15]3[CH:14]=[CH:13][CH:12]=[CH:11][C:10]=3[NH:9]2)=[CH:4][CH:3]=1, predict the reactants needed to synthesize it. The reactants are: [F:1][C:2]1[CH:7]=[CH:6][C:5]([C@H:8]2[C@H:17]3[CH2:18][CH2:19][N:20](C(OCC4C=CC=CC=4)=O)[C@H:16]3[C:15]3[CH:14]=[CH:13][CH:12]=[CH:11][C:10]=3[NH:9]2)=[CH:4][CH:3]=1.